Dataset: Forward reaction prediction with 1.9M reactions from USPTO patents (1976-2016). Task: Predict the product of the given reaction. (1) Given the reactants [CH3:1][C:2]([CH3:6])=[CH:3][C:4]#[N:5].C1CCN2C(=NCCC2)CC1.[CH3:18][C:19]1[CH:20]=[C:21]([NH:30][C:31]2[N:36]=[C:35]([C:37]([F:40])([F:39])[F:38])[CH:34]=[CH:33][N:32]=2)[CH:22]=[C:23]([C:25]2[CH:26]=[N:27][NH:28][CH:29]=2)[CH:24]=1, predict the reaction product. The product is: [CH3:1][C:2]([N:27]1[CH:26]=[C:25]([C:23]2[CH:22]=[C:21]([NH:30][C:31]3[N:36]=[C:35]([C:37]([F:40])([F:39])[F:38])[CH:34]=[CH:33][N:32]=3)[CH:20]=[C:19]([CH3:18])[CH:24]=2)[CH:29]=[N:28]1)([CH3:6])[CH2:3][C:4]#[N:5]. (2) Given the reactants COC[O:4][C:5]1[C:13]2[CH:12]=[C:11]([C:14]([OH:16])=O)[S:10][C:9]=2[CH:8]=[CH:7][CH:6]=1.[NH:17]1[CH2:21][CH2:20][CH2:19][CH2:18]1.P(C#N)(OCC)(OCC)=O, predict the reaction product. The product is: [OH:4][C:5]1[C:13]2[CH:12]=[C:11]([C:14]([N:17]3[CH2:21][CH2:20][CH2:19][CH2:18]3)=[O:16])[S:10][C:9]=2[CH:8]=[CH:7][CH:6]=1. (3) Given the reactants [CH3:1][O:2][C:3]1[CH:4]=[C:5]([CH2:9][C:10]([C:12]2[CH:17]=[CH:16][CH:15]=[CH:14][CH:13]=2)=O)[CH:6]=[CH:7][CH:8]=1.CC(C)([O-])C.[K+].[C:24](=[S:26])=S.Br[CH2:28][CH2:29][O:30][CH:31]1[CH2:36][CH2:35][CH2:34][CH2:33][O:32]1.C(O)(=O)C.O.[NH2:42][NH2:43], predict the reaction product. The product is: [CH3:1][O:2][C:3]1[CH:4]=[C:5]([C:9]2[C:10]([C:12]3[CH:17]=[CH:16][CH:15]=[CH:14][CH:13]=3)=[N:42][NH:43][C:24]=2[S:26][CH2:28][CH2:29][O:30][CH:31]2[CH2:36][CH2:35][CH2:34][CH2:33][O:32]2)[CH:6]=[CH:7][CH:8]=1. (4) Given the reactants [Br:1][C:2]1[CH:10]=[C:9]2[C:5]([CH:6]=[CH:7][N:8]2[CH:11]2[CH2:16][CH2:15]N(C)[CH2:13][CH2:12]2)=[CH:4][CH:3]=1.BrC1C=CC(CC=[O:27])=C(NC2CCN(C)CC2)C=1, predict the reaction product. The product is: [Br:1][C:2]1[CH:10]=[C:9]2[C:5]([CH:6]=[CH:7][N:8]2[CH:11]2[CH2:16][CH2:15][O:27][CH2:13][CH2:12]2)=[CH:4][CH:3]=1. (5) Given the reactants [CH3:1][O:2][C:3]1[CH:11]=[CH:10][C:6]([C:7]([OH:9])=O)=[CH:5][C:4]=1/[CH:12]=[CH:13]/[C:14]1[CH:19]=[CH:18][C:17]([Br:20])=[CH:16][CH:15]=1.[NH2:21][CH2:22][CH2:23][OH:24], predict the reaction product. The product is: [Br:20][C:17]1[CH:18]=[CH:19][C:14](/[CH:13]=[CH:12]/[C:4]2[CH:5]=[C:6]([CH:10]=[CH:11][C:3]=2[O:2][CH3:1])[C:7]([NH:21][CH2:22][CH2:23][OH:24])=[O:9])=[CH:15][CH:16]=1. (6) The product is: [C:1]([O:5][C:6]([N:8]1[C:12]2=[N:13][C:14]([O:17][C:18]3[CH:23]=[CH:22][C:21]([F:24])=[CH:20][C:19]=3[F:25])=[N:15][CH:16]=[C:11]2[C:10]([O:26][CH:33]([CH3:35])[CH3:34])=[N:9]1)=[O:7])([CH3:4])([CH3:2])[CH3:3]. Given the reactants [C:1]([O:5][C:6]([N:8]1[C:12]2=[N:13][C:14]([O:17][C:18]3[CH:23]=[CH:22][C:21]([F:24])=[CH:20][C:19]=3[F:25])=[N:15][CH:16]=[C:11]2[C:10]([OH:26])=[N:9]1)=[O:7])([CH3:4])([CH3:3])[CH3:2].C([O-])([O-])=O.[K+].[K+].[CH:33](Br)([CH3:35])[CH3:34], predict the reaction product. (7) Given the reactants [CH3:1][O:2][C:3]([C:5]1[C:13]2[C:8](=[N:9][CH:10]=[C:11]([Br:14])[CH:12]=2)[NH:7][CH:6]=1)=[O:4].[C:15]1([S:21](Cl)(=[O:23])=[O:22])[CH:20]=[CH:19][CH:18]=[CH:17][CH:16]=1.C(N(CC)CC)C, predict the reaction product. The product is: [CH3:1][O:2][C:3]([C:5]1[C:13]2[C:8](=[N:9][CH:10]=[C:11]([Br:14])[CH:12]=2)[N:7]([S:21]([C:15]2[CH:20]=[CH:19][CH:18]=[CH:17][CH:16]=2)(=[O:23])=[O:22])[CH:6]=1)=[O:4]. (8) Given the reactants Cl[C:2]1[N:3]=[N:4][C:5]([N:8]2[CH:12]=[CH:11][N:10]=[CH:9]2)=[CH:6][CH:7]=1.[NH:13]1[CH2:18][CH2:17][C:16]2([C:22]3[CH:23]=[CH:24][CH:25]=[CH:26][C:21]=3[O:20][CH2:19]2)[CH2:15][CH2:14]1.C(N(CC)CC)C.O, predict the reaction product. The product is: [N:8]1([C:5]2[N:4]=[N:3][C:2]([N:13]3[CH2:18][CH2:17][C:16]4([C:22]5[CH:23]=[CH:24][CH:25]=[CH:26][C:21]=5[O:20][CH2:19]4)[CH2:15][CH2:14]3)=[CH:7][CH:6]=2)[CH:12]=[CH:11][N:10]=[CH:9]1. (9) Given the reactants [N+:1]([C:4]1[S:8][C:7]([C:9]2[NH:13][C:12]3[CH:14]=[CH:15][CH:16]=[C:17](C(O)=O)[C:11]=3[N:10]=2)=[CH:6][CH:5]=1)([O-:3])=[O:2].S(Cl)(Cl)=[O:22].[NH2:25][CH:26]([CH3:36])[CH:27]([C:29]1[CH:34]=[CH:33][C:32](Cl)=[CH:31][CH:30]=1)[OH:28], predict the reaction product. The product is: [N+:1]([C:4]1[S:8][C:7]([C:9]2[NH:13][C:12]3[CH:14]=[CH:15][CH:16]=[CH:17][C:11]=3[N:10]=2)=[CH:6][CH:5]=1)([O-:3])=[O:2].[OH:22][CH2:36][CH:26]([NH-:25])[CH:27]([OH:28])[C:29]1[CH:34]=[CH:33][C:32]([N+:1]([O-:3])=[O:2])=[CH:31][CH:30]=1.